Dataset: TCR-epitope binding with 47,182 pairs between 192 epitopes and 23,139 TCRs. Task: Binary Classification. Given a T-cell receptor sequence (or CDR3 region) and an epitope sequence, predict whether binding occurs between them. The epitope is KLPDDFTGCV. The TCR CDR3 sequence is CASRTGSNQPQHF. Result: 1 (the TCR binds to the epitope).